Dataset: Forward reaction prediction with 1.9M reactions from USPTO patents (1976-2016). Task: Predict the product of the given reaction. Given the reactants Cl[C:2]1[N:3]=[CH:4][C:5]2[CH2:13][CH2:12][CH2:11][CH2:10][CH2:9][CH2:8][C:6]=2[N:7]=1.[NH2:14][NH2:15], predict the reaction product. The product is: [NH:14]([C:2]1[N:3]=[CH:4][C:5]2[CH2:13][CH2:12][CH2:11][CH2:10][CH2:9][CH2:8][C:6]=2[N:7]=1)[NH2:15].